Dataset: TCR-epitope binding with 47,182 pairs between 192 epitopes and 23,139 TCRs. Task: Binary Classification. Given a T-cell receptor sequence (or CDR3 region) and an epitope sequence, predict whether binding occurs between them. (1) The epitope is RTLNAWVKV. The TCR CDR3 sequence is CASRAGEYEQYF. Result: 0 (the TCR does not bind to the epitope). (2) The epitope is KAFSPEVIPMF. The TCR CDR3 sequence is CASSGHGSGAYNEQFF. Result: 0 (the TCR does not bind to the epitope). (3) The epitope is LEPLVDLPI. The TCR CDR3 sequence is CASSQVFSGVQPQHF. Result: 1 (the TCR binds to the epitope). (4) The epitope is KLMNIQQKL. The TCR CDR3 sequence is CAWSVGAGVGEQYF. Result: 1 (the TCR binds to the epitope). (5) The epitope is KAYNVTQAF. The TCR CDR3 sequence is CASSESPPYGYTF. Result: 1 (the TCR binds to the epitope). (6) The epitope is MMISAGFSL. The TCR CDR3 sequence is CASSEGTASNQPQHF. Result: 0 (the TCR does not bind to the epitope). (7) The epitope is TLIGDCATV. The TCR CDR3 sequence is CASSVAPVGVNEQFF. Result: 1 (the TCR binds to the epitope).